This data is from Experimental lipophilicity measurements (octanol/water distribution) for 4,200 compounds from AstraZeneca. The task is: Regression/Classification. Given a drug SMILES string, predict its absorption, distribution, metabolism, or excretion properties. Task type varies by dataset: regression for continuous measurements (e.g., permeability, clearance, half-life) or binary classification for categorical outcomes (e.g., BBB penetration, CYP inhibition). For this dataset (lipophilicity_astrazeneca), we predict Y. The compound is Nc1ncccc1NCc1cccc(-c2cccnc2)c1. The Y is 3.00 logD.